From a dataset of Full USPTO retrosynthesis dataset with 1.9M reactions from patents (1976-2016). Predict the reactants needed to synthesize the given product. (1) Given the product [C:25]([O:24][C:22](=[O:23])[CH2:21][N:3]1[C:4]2[C:9](=[CH:8][CH:7]=[C:6]([C:17]([O:19][CH3:20])=[O:18])[CH:5]=2)[C:10]([CH:11]2[CH2:16][CH2:15][CH2:14][CH2:13][CH2:12]2)=[C:2]1[C:38]1[CH:39]=[CH:40][CH:41]=[CH:42][C:37]=1[CH:35]=[O:36])([CH3:28])([CH3:27])[CH3:26], predict the reactants needed to synthesize it. The reactants are: Br[C:2]1[N:3]([CH2:21][C:22]([O:24][C:25]([CH3:28])([CH3:27])[CH3:26])=[O:23])[C:4]2[C:9]([C:10]=1[CH:11]1[CH2:16][CH2:15][CH2:14][CH2:13][CH2:12]1)=[CH:8][CH:7]=[C:6]([C:17]([O:19][CH3:20])=[O:18])[CH:5]=2.C([O-])([O-])=O.[Na+].[Na+].[CH:35]([C:37]1[CH:42]=[CH:41][CH:40]=[CH:39][C:38]=1B(O)O)=[O:36]. (2) Given the product [C:26]([O:25][C:23]([N:11]1[CH2:12][CH:13]2[C:9]([C:4]3[CH:5]=[CH:6][C:7]([Cl:8])=[C:2]([Cl:1])[CH:3]=3)([CH2:14]2)[C:10]1=[O:15])=[O:24])([CH3:29])([CH3:28])[CH3:27], predict the reactants needed to synthesize it. The reactants are: [Cl:1][C:2]1[CH:3]=[C:4]([C:9]23[CH2:14][CH:13]2[CH2:12][NH:11][C:10]3=[O:15])[CH:5]=[CH:6][C:7]=1[Cl:8].C(N(CC)CC)C.[C:23](O[C:23]([O:25][C:26]([CH3:29])([CH3:28])[CH3:27])=[O:24])([O:25][C:26]([CH3:29])([CH3:28])[CH3:27])=[O:24]. (3) Given the product [NH2:6][CH2:4][C:3]1[CH:7]=[CH:8][CH:9]=[C:10]([CH3:11])[C:2]=1[NH2:1], predict the reactants needed to synthesize it. The reactants are: [NH2:1][C:2]1[C:10]([CH3:11])=[CH:9][CH:8]=[CH:7][C:3]=1[C:4]([NH2:6])=O.[H-].[H-].[H-].[H-].[Li+].[Al+3].O.[OH-].[Na+]. (4) Given the product [ClH:35].[F:34][C:2]([F:1])([F:33])[C:3]1[CH:4]=[CH:5][C:6](/[CH:9]=[CH:10]/[C:11]2[O:12][CH:13]=[C:14]([CH2:16][O:17][C:18]3[CH:23]=[CH:22][C:21]([CH2:24][CH2:25][CH2:26][CH2:27][N:28]4[CH:32]=[CH:31][N:30]=[N:29]4)=[CH:20][CH:19]=3)[N:15]=2)=[CH:7][CH:8]=1, predict the reactants needed to synthesize it. The reactants are: [F:1][C:2]([F:34])([F:33])[C:3]1[CH:8]=[CH:7][C:6](/[CH:9]=[CH:10]/[C:11]2[O:12][CH:13]=[C:14]([CH2:16][O:17][C:18]3[CH:23]=[CH:22][C:21]([CH2:24][CH2:25][CH2:26][CH2:27][N:28]4[CH:32]=[CH:31][N:30]=[N:29]4)=[CH:20][CH:19]=3)[N:15]=2)=[CH:5][CH:4]=1.[ClH:35]. (5) Given the product [S:23](=[O:24])(=[O:22])([OH:26])[OH:25].[Cl:1][C:2]1[CH:7]=[CH:6][CH:5]=[CH:4][C:3]=1[CH:8]([N:13]1[CH2:18][CH2:17][C:16]2[S:19][CH:20]=[CH:21][C:15]=2[CH2:14]1)[C:9]([O:11][CH3:12])=[O:10], predict the reactants needed to synthesize it. The reactants are: [Cl:1][C:2]1[CH:7]=[CH:6][CH:5]=[CH:4][C:3]=1[CH:8]([N:13]1[CH2:18][CH2:17][C:16]2[S:19][CH:20]=[CH:21][C:15]=2[CH2:14]1)[C:9]([O:11][CH3:12])=[O:10].[OH:22][S:23]([OH:26])(=[O:25])=[O:24]. (6) Given the product [Br:16][C:9]1[S:10][C:3]2[C:4](=[N:5][CH:6]=[CH:7][C:2]=2[Cl:1])[CH:8]=1, predict the reactants needed to synthesize it. The reactants are: [Cl:1][C:2]1[CH:7]=[CH:6][N:5]=[C:4]2[CH:8]=[CH:9][S:10][C:3]=12.[Li]CCCC.[Br:16]Br. (7) Given the product [F:23][C:4]1[CH:3]=[C:2]([B:27]2[O:28][C:29]([CH3:31])([CH3:30])[C:25]([CH3:41])([CH3:24])[O:26]2)[CH:7]=[CH:6][C:5]=1[C:8]([N:10]1[CH2:15][CH2:14][N:13]([C:16]([O:18][C:19]([CH3:22])([CH3:21])[CH3:20])=[O:17])[CH2:12][CH2:11]1)=[O:9], predict the reactants needed to synthesize it. The reactants are: Br[C:2]1[CH:7]=[CH:6][C:5]([C:8]([N:10]2[CH2:15][CH2:14][N:13]([C:16]([O:18][C:19]([CH3:22])([CH3:21])[CH3:20])=[O:17])[CH2:12][CH2:11]2)=[O:9])=[C:4]([F:23])[CH:3]=1.[CH3:24][C:25]1([CH3:41])[C:29]([CH3:31])([CH3:30])[O:28][B:27]([B:27]2[O:28][C:29]([CH3:31])([CH3:30])[C:25]([CH3:41])([CH3:24])[O:26]2)[O:26]1.CC([O-])=O.[K+].O. (8) Given the product [CH2:17]([O:19][C:20]([C:22]1[N:23]([C:37]2[CH:42]=[CH:41][C:40]([O:43][CH:44]([CH3:46])[CH3:45])=[CH:39][CH:38]=2)[C:24]2[C:29]([C:30]=1[C:31]([O:33][CH2:34][CH3:35])=[O:32])=[CH:28][C:27]([C:7]1[CH:12]=[CH:11][C:10]([C:13]([F:16])([F:15])[F:14])=[CH:9][N:8]=1)=[CH:26][CH:25]=2)=[O:21])[CH3:18], predict the reactants needed to synthesize it. The reactants are: [Li]C(C)(C)C.Br[C:7]1[CH:12]=[CH:11][C:10]([C:13]([F:16])([F:15])[F:14])=[CH:9][N:8]=1.[CH2:17]([O:19][C:20]([C:22]1[N:23]([C:37]2[CH:42]=[CH:41][C:40]([O:43][CH:44]([CH3:46])[CH3:45])=[CH:39][CH:38]=2)[C:24]2[C:29]([C:30]=1[C:31]([O:33][CH2:34][CH3:35])=[O:32])=[CH:28][C:27](Br)=[CH:26][CH:25]=2)=[O:21])[CH3:18].[NH4+].[Cl-].Cl. (9) Given the product [CH3:1][N:2]([CH3:22])[CH2:3][CH2:4][O:5][CH:6]1[CH2:11][CH2:10][NH:9][CH2:8][CH2:7]1, predict the reactants needed to synthesize it. The reactants are: [CH3:1][N:2]([CH3:22])[CH2:3][CH2:4][O:5][CH:6]1[CH2:11][CH2:10][N:9](C(OCC2C=CC=CC=2)=O)[CH2:8][CH2:7]1. (10) Given the product [NH2:1][C:2]1[N:3]=[C:4]([C:17]2[CH:18]=[C:19]([O:23][CH2:24][C@H:25]([NH:28][C:29](=[O:35])[O:30][C:31]([CH3:34])([CH3:33])[CH3:32])[CH2:26][CH3:27])[CH:20]=[N:21][CH:22]=2)[CH:5]=[C:6]2[C:11]=1[CH:10]=[N:9][C:8]1[CH:12]=[CH:13][C:14]([C:38]3[CH:37]=[N:36][C:45]4[C:40]([CH:39]=3)=[CH:41][CH:42]=[CH:43][CH:44]=4)=[CH:15][C:7]2=1, predict the reactants needed to synthesize it. The reactants are: [NH2:1][C:2]1[N:3]=[C:4]([C:17]2[CH:18]=[C:19]([O:23][CH2:24][C@H:25]([NH:28][C:29](=[O:35])[O:30][C:31]([CH3:34])([CH3:33])[CH3:32])[CH2:26][CH3:27])[CH:20]=[N:21][CH:22]=2)[CH:5]=[C:6]2[C:11]=1[CH:10]=[N:9][C:8]1[CH:12]=[CH:13][C:14](Br)=[CH:15][C:7]2=1.[N:36]1[C:45]2[C:40](=[CH:41][CH:42]=[CH:43][CH:44]=2)[CH:39]=[C:38](B(O)O)[CH:37]=1.C(=O)([O-])[O-].[K+].[K+].COCCOC.